This data is from Forward reaction prediction with 1.9M reactions from USPTO patents (1976-2016). The task is: Predict the product of the given reaction. Given the reactants Br[C:2]1[CH:3]=[C:4]([CH:21]=[C:22]([CH:24]=[O:25])[CH:23]=1)[CH2:5][O:6][C:7]1[CH:12]=[CH:11][CH:10]=[CH:9][C:8]=1[CH2:13][C:14]([O:16][C:17]([CH3:20])([CH3:19])[CH3:18])=[O:15].[C:26]([O:30][C:31]([NH:33][C@@H:34]([C:36]1[C:37]([F:65])=[C:38](C2C=C(O)C=C(COC3C=CC=CC=3CC(OC(C)(C)C)=O)C=2)[CH:39]=[CH:40][CH:41]=1)[CH3:35])=[O:32])([CH3:29])([CH3:28])[CH3:27].C(Cl)Cl.[O-]P([O-])([O-])=O.[K+].[K+].[K+], predict the reaction product. The product is: [C:26]([O:30][C:31]([NH:33][C@@H:34]([C:36]1[C:37]([F:65])=[C:38]([C:2]2[CH:23]=[C:22]([CH:24]=[O:25])[CH:21]=[C:4]([CH2:5][O:6][C:7]3[CH:12]=[CH:11][CH:10]=[CH:9][C:8]=3[CH2:13][C:14]([O:16][C:17]([CH3:20])([CH3:19])[CH3:18])=[O:15])[CH:3]=2)[CH:39]=[CH:40][CH:41]=1)[CH3:35])=[O:32])([CH3:27])([CH3:28])[CH3:29].